From a dataset of Catalyst prediction with 721,799 reactions and 888 catalyst types from USPTO. Predict which catalyst facilitates the given reaction. (1) Reactant: [C:1]([O:5][C:6]([N:8]1[C:16]2[C:11](=[CH:12][C:13](Br)=[CH:14][CH:15]=2)[CH2:10][CH2:9]1)=[O:7])([CH3:4])([CH3:3])[CH3:2].C(N(C(C)C)CC)(C)C.C1(P(C2C=CC=CC=2)C2C3OC4C(=CC=CC=4P(C4C=CC=CC=4)C4C=CC=CC=4)C(C)(C)C=3C=CC=2)C=CC=CC=1.[SH:69][CH2:70][CH2:71][OH:72]. Product: [OH:72][CH2:71][CH2:70][S:69][C:13]1[CH:12]=[C:11]2[C:16](=[CH:15][CH:14]=1)[N:8]([C:6]([O:5][C:1]([CH3:4])([CH3:3])[CH3:2])=[O:7])[CH2:9][CH2:10]2. The catalyst class is: 62. (2) Reactant: [NH2:1][CH2:2][CH2:3][C:4]1[CH:27]=[CH:26][C:7]([O:8][CH:9]2[CH2:14][CH2:13][N:12]([C:15]([NH:17][CH2:18][CH2:19][CH2:20][CH2:21][CH2:22][CH2:23][CH2:24][CH3:25])=[O:16])[CH2:11][CH2:10]2)=[CH:6][CH:5]=1.C([O:35][C:36]1[CH:46]=[CH:45][C:39]([O:40][CH2:41][C@@H:42]2[CH2:44][O:43]2)=[CH:38][CH:37]=1)C1C=CC=CC=1.CCCCCC. Product: [OH:43][C@H:42]([CH2:41][O:40][C:39]1[CH:45]=[CH:46][C:36]([OH:35])=[CH:37][CH:38]=1)[CH2:44][NH:1][CH2:2][CH2:3][C:4]1[CH:5]=[CH:6][C:7]([O:8][CH:9]2[CH2:14][CH2:13][N:12]([C:15]([NH:17][CH2:18][CH2:19][CH2:20][CH2:21][CH2:22][CH2:23][CH2:24][CH3:25])=[O:16])[CH2:11][CH2:10]2)=[CH:26][CH:27]=1. The catalyst class is: 98.